From a dataset of Reaction yield outcomes from USPTO patents with 853,638 reactions. Predict the reaction yield, written as a fraction of the theoretical maximum amount of product (1.0 means a 100% yield; for example, 0.34 means a 34% yield). (1) The reactants are [NH:1]1[C:9]2[CH:8]=[CH:7][CH:6]=[C:5]([CH:10]=[O:11])[C:4]=2[CH:3]=[CH:2]1.[H-].[Na+].[CH3:14]I.O. The product is [CH3:14][N:1]1[C:9]2[CH:8]=[CH:7][CH:6]=[C:5]([CH:10]=[O:11])[C:4]=2[CH:3]=[CH:2]1. The yield is 0.990. The catalyst is CN(C=O)C. (2) The reactants are [C:1]([C:3]1[CH:4]=[C:5]([S:12](Cl)(=[O:14])=[O:13])[CH:6]=[C:7]([N+:9]([O-:11])=[O:10])[CH:8]=1)#[N:2].[CH3:16][NH2:17]. The catalyst is C(Cl)Cl. The product is [C:1]([C:3]1[CH:4]=[C:5]([S:12]([NH:17][CH3:16])(=[O:14])=[O:13])[CH:6]=[C:7]([N+:9]([O-:11])=[O:10])[CH:8]=1)#[N:2]. The yield is 0.310. (3) The reactants are [Cl:1][C:2]1[CH:7]=[C:6]([Cl:8])[CH:5]=[CH:4][C:3]=1[CH:9]1[CH2:14][CH:13]([C:15]([OH:17])=O)[CH2:12][CH2:11][N:10]1[C:18]([O:20][CH3:21])=[O:19].N1(C(N2C=CN=C2)=O)C=CN=C1.[CH2:34]([O:36][C:37](=[O:42])[CH2:38]C([O-])=O)[CH3:35].[K+].[Cl-].[Mg+2].[Cl-].Cl. The catalyst is CN1C2C(N=C(N)NC=2NCC1CNC1C=CC(C(NC(C(O)=O)CCC(O)=O)=O)=CC=1)=O.O. The product is [Cl:1][C:2]1[CH:7]=[C:6]([Cl:8])[CH:5]=[CH:4][C:3]=1[CH:9]1[CH2:14][CH:13]([C:15](=[O:17])[CH2:38][C:37]([O:36][CH2:34][CH3:35])=[O:42])[CH2:12][CH2:11][N:10]1[C:18]([O:20][CH3:21])=[O:19]. The yield is 0.520. (4) The reactants are [F:1][C:2]1[CH:7]=[C:6]([I:8])[CH:5]=[CH:4][C:3]=1[NH:9][C:10]1[C:19]2[C:18](=[O:20])[NH:17][CH:16]=[N:15][C:14]=2[N:13]([CH3:21])[C:12](=[O:22])[CH:11]=1.C(=O)([O-])[O-].[K+].[K+].CC1(C)[O:34][C@@H:33]([CH2:35][O:36]N)[CH2:32][O:31]1. The catalyst is CC(N(C)C)=O. The product is [OH:34][C@H:33]([CH2:35][OH:36])[CH2:32][O:31][N:17]1[C:18](=[O:20])[C:19]2[C:10]([NH:9][C:3]3[CH:4]=[CH:5][C:6]([I:8])=[CH:7][C:2]=3[F:1])=[CH:11][C:12](=[O:22])[N:13]([CH3:21])[C:14]=2[N:15]=[CH:16]1. The yield is 0.130. (5) The reactants are [C:1]([C:5]1[O:9][N:8]=[C:7]([NH:10][C:11]([NH:13][C:14]2[CH:19]=[CH:18][CH:17]=[C:16]([SH:20])[CH:15]=2)=[O:12])[CH:6]=1)([CH3:4])([CH3:3])[CH3:2].Cl[C:22]1[C:31]2[C:26](=[CH:27][C:28]([O:37][CH3:38])=[C:29]([O:32][CH2:33][CH2:34][CH2:35][Cl:36])[CH:30]=2)[N:25]=[CH:24][N:23]=1. No catalyst specified. The product is [C:1]([C:5]1[O:9][N:8]=[C:7]([NH:10][C:11]([NH:13][C:14]2[CH:19]=[CH:18][CH:17]=[C:16]([S:20][C:22]3[C:31]4[C:26](=[CH:27][C:28]([O:37][CH3:38])=[C:29]([O:32][CH2:33][CH2:34][CH2:35][Cl:36])[CH:30]=4)[N:25]=[CH:24][N:23]=3)[CH:15]=2)=[O:12])[CH:6]=1)([CH3:4])([CH3:2])[CH3:3]. The yield is 0.890. (6) The reactants are [N+:1]([C:4]1[CH:5]=[C:6]2[C:11](=[CH:12][CH:13]=1)[N:10]=[C:9]([CH2:14][N:15]1[CH2:20][CH2:19][N:18](C(OC(C)(C)C)=O)[CH2:17][CH2:16]1)[N:8]([C:28]1[CH:33]=[CH:32][CH:31]=[CH:30][CH:29]=1)[C:7]2=[O:34])([O-:3])=[O:2].C(O)(C(F)(F)F)=O.O.C([O-])([O-])=O.[Na+].[Na+]. The catalyst is C(Cl)Cl. The product is [N+:1]([C:4]1[CH:5]=[C:6]2[C:11](=[CH:12][CH:13]=1)[N:10]=[C:9]([CH2:14][N:15]1[CH2:16][CH2:17][NH:18][CH2:19][CH2:20]1)[N:8]([C:28]1[CH:33]=[CH:32][CH:31]=[CH:30][CH:29]=1)[C:7]2=[O:34])([O-:3])=[O:2]. The yield is 0.850. (7) The reactants are [CH3:1][O:2][C:3]1[CH:28]=[CH:27][C:6]([CH2:7][N:8]2[C:16](=O)[C:15]3[C:10](=[CH:11][CH:12]=[CH:13][C:14]=3[O:18][CH2:19][CH2:20][O:21][CH2:22][CH2:23][O:24][CH3:25])[C:9]2=O)=[CH:5][CH:4]=1.[H-].[Al+3].[Li+].[H-].[H-].[H-].C1COCC1. No catalyst specified. The product is [CH3:1][O:2][C:3]1[CH:4]=[CH:5][C:6]([CH2:7][N:8]2[CH2:16][C:15]3[C:10](=[CH:11][CH:12]=[CH:13][C:14]=3[O:18][CH2:19][CH2:20][O:21][CH2:22][CH2:23][O:24][CH3:25])[CH2:9]2)=[CH:27][CH:28]=1. The yield is 0.970. (8) The reactants are Cl[C:2]([O:4][CH3:5])=[O:3].[CH3:6][O:7][C:8]([NH:10][CH:11]([CH:75]([CH3:77])[CH3:76])[C:12]([N:14]1[CH:18]([C:19]2[N:20](COCC[Si](C)(C)C)[CH:21]=[C:22]([C:24]3[CH:29]=[CH:28][C:27]([C:30]#[C:31][C:32]4[CH:37]=[CH:36][C:35]([C:38]5[N:39]=[C:40]([CH:51]6[CH2:55][CH2:54][CH2:53][N:52]6[C:56](=[O:66])[CH:57]([NH:61][C:62]([O:64][CH3:65])=[O:63])[CH:58]([CH3:60])[CH3:59])[N:41](COCC[Si](C)(C)C)[CH:42]=5)=[CH:34][CH:33]=4)=[CH:26][CH:25]=3)[N:23]=2)[CH2:17][NH:16][CH2:15]1)=[O:13])=[O:9].CN1CCOCC1. The catalyst is ClCCl.CN(C)C=O.O.C(O)(C(F)(F)F)=O.C(#N)C. The product is [CH3:5][O:4][C:2]([N:16]1[CH2:17][CH:18]([C:19]2[NH:20][CH:21]=[C:22]([C:24]3[CH:25]=[CH:26][C:27]([C:30]#[C:31][C:32]4[CH:33]=[CH:34][C:35]([C:38]5[N:39]=[C:40]([CH:51]6[CH2:55][CH2:54][CH2:53][N:52]6[C:56](=[O:66])[CH:57]([NH:61][C:62]([O:64][CH3:65])=[O:63])[CH:58]([CH3:60])[CH3:59])[NH:41][CH:42]=5)=[CH:36][CH:37]=4)=[CH:28][CH:29]=3)[N:23]=2)[N:14]([C:12](=[O:13])[CH:11]([NH:10][C:8]([O:7][CH3:6])=[O:9])[CH:75]([CH3:76])[CH3:77])[CH2:15]1)=[O:3]. The yield is 0.100.